This data is from Reaction yield outcomes from USPTO patents with 853,638 reactions. The task is: Predict the reaction yield, written as a fraction of the theoretical maximum amount of product (1.0 means a 100% yield; for example, 0.34 means a 34% yield). (1) The reactants are [CH2:1]([N:3]([CH2:6][CH3:7])[CH2:4][CH3:5])[CH3:2].Cl.[F:9][C:10]([F:27])([S:23]([O-:26])(=[O:25])=[O:24])[CH:11]([O:16][C:17](=[O:22])[C:18]([CH3:21])([CH3:20])[CH3:19])[C:12]([F:15])([F:14])[F:13].[Na+].ClCCl. The catalyst is O.C(OCC)C. The product is [F:27][C:10]([F:9])([S:23]([O-:26])(=[O:24])=[O:25])[CH:11]([O:16][C:17](=[O:22])[C:18]([CH3:20])([CH3:21])[CH3:19])[C:12]([F:13])([F:15])[F:14].[CH2:1]([NH+:3]([CH2:6][CH3:7])[CH2:4][CH3:5])[CH3:2]. The yield is 0.750. (2) The yield is 0.260. The reactants are O=[C:2]1[CH2:6][CH2:5][CH2:4][CH:3]1[C:7]([O:9]C)=O.[NH2:11][C:12]([NH2:14])=[S:13].[OH-].[K+]. The catalyst is C(O)C.O. The product is [SH:13][C:12]1[N:11]=[C:7]([OH:9])[C:3]2[CH2:4][CH2:5][CH2:6][C:2]=2[N:14]=1. (3) The reactants are CC(N=N[C:8]([C:11]#N)([CH3:10])C)(C#N)C.[OH2:13].C(#N)C.[CH:17]([OH:20])([CH3:19])C.C[C:22](=[O:25])CC. The catalyst is CCCCCC. The product is [C:17]([O:20][CH:8]([CH3:10])[CH2:11][O:25][CH3:22])(=[O:13])[CH3:19]. The yield is 0.770.